From a dataset of Catalyst prediction with 721,799 reactions and 888 catalyst types from USPTO. Predict which catalyst facilitates the given reaction. (1) Reactant: [CH:1]1([CH2:4][OH:5])[CH2:3][CH2:2]1.[H-].[Na+].Br.Cl[C:10]1[C:11]([CH3:21])=[C:12]([CH3:20])[C:13]2[N:14]([C:16]([NH2:19])=[N:17][N:18]=2)[N:15]=1. Product: [CH:1]1([CH2:4][O:5][C:10]2[C:11]([CH3:21])=[C:12]([CH3:20])[C:13]3[N:14]([C:16]([NH2:19])=[N:17][N:18]=3)[N:15]=2)[CH2:3][CH2:2]1. The catalyst class is: 3. (2) Reactant: Cl[C:2]1[CH:7]=[C:6]([C:8]2[CH:13]=[CH:12][C:11]([O:14][CH3:15])=[CH:10][CH:9]=2)[CH:5]=[C:4]([Cl:16])[N:3]=1.[CH3:17][C:18]1([CH3:24])[CH2:23][NH:22][CH2:21][CH2:20][NH:19]1.CCN(C(C)C)C(C)C. Product: [Cl:16][C:4]1[N:3]=[C:2]([N:22]2[CH2:21][CH2:20][NH:19][C:18]([CH3:24])([CH3:17])[CH2:23]2)[CH:7]=[C:6]([C:8]2[CH:13]=[CH:12][C:11]([O:14][CH3:15])=[CH:10][CH:9]=2)[CH:5]=1. The catalyst class is: 12. (3) Reactant: C[O:2][C:3](=[O:20])[CH:4]([C:8]1[CH:13]=[CH:12][C:11]([CH2:14][NH:15][S:16]([CH3:19])(=[O:18])=[O:17])=[CH:10][CH:9]=1)[CH2:5][CH:6]=[CH2:7].O1CCCC1.O.[OH-].[Li+].Cl. Product: [CH3:19][S:16]([NH:15][CH2:14][C:11]1[CH:12]=[CH:13][C:8]([CH:4]([CH2:5][CH:6]=[CH2:7])[C:3]([OH:20])=[O:2])=[CH:9][CH:10]=1)(=[O:18])=[O:17]. The catalyst class is: 72. (4) Reactant: [N+:1]([C:4]1[S:8][CH:7]=[C:6]([C:9]#[N:10])[C:5]=1[C:11]1[N:12]=[CH:13][S:14][CH:15]=1)([O-])=O.O.O.[Sn](Cl)Cl. Product: [NH2:1][C:4]1[S:8][CH:7]=[C:6]([C:9]#[N:10])[C:5]=1[C:11]1[N:12]=[CH:13][S:14][CH:15]=1. The catalyst class is: 13. (5) Reactant: [Cl:1][C:2]1[CH:3]=[C:4]2[C:9](=[CH:10][C:11]=1[NH:12]C(=O)C)[O:8][CH:7]([C:16]1[C:21]([F:22])=[CH:20][CH:19]=[CH:18][N:17]=1)[CH2:6][CH2:5]2.Cl. Product: [Cl:1][C:2]1[CH:3]=[C:4]2[C:9](=[CH:10][C:11]=1[NH2:12])[O:8][CH:7]([C:16]1[C:21]([F:22])=[CH:20][CH:19]=[CH:18][N:17]=1)[CH2:6][CH2:5]2. The catalyst class is: 5. (6) Reactant: N1[CH:6]=[CH:5][CH:4]=[C:3]([B:7]([OH:9])[OH:8])[CH:2]=1.CCN(CC)CC.[CH3:17][O:18]CCOC. Product: [OH:18][C:17]1[CH:2]=[C:3]([B:7]([OH:9])[OH:8])[CH:4]=[CH:5][CH:6]=1. The catalyst class is: 257. (7) Reactant: Cl.[Cl:2][C:3]1[CH:4]=[C:5]([CH2:10][C@@H:11]([O:33][C:34]([N:36]2[CH2:41][CH2:40][CH:39]([N:42]3[CH2:48][CH2:47][C:46]4[CH:49]=[CH:50][CH:51]=[CH:52][C:45]=4[NH:44][C:43]3=[O:53])[CH2:38][CH2:37]2)=[O:35])[C:12]([N:14]2[CH2:19][CH2:18][CH:17]([N:20]3[CH2:25][CH2:24][N:23](C(OC(C)(C)C)=O)[CH2:22][CH2:21]3)[CH2:16][CH2:15]2)=[O:13])[CH:6]=[CH:7][C:8]=1[CH3:9]. Product: [O:53]=[C:43]1[N:42]([CH:39]2[CH2:40][CH2:41][N:36]([C:34]([O:33][C@H:11]([CH2:10][C:5]3[CH:6]=[CH:7][C:8]([CH3:9])=[C:3]([Cl:2])[CH:4]=3)[C:12](=[O:13])[N:14]3[CH2:19][CH2:18][CH:17]([N:20]4[CH2:25][CH2:24][NH:23][CH2:22][CH2:21]4)[CH2:16][CH2:15]3)=[O:35])[CH2:37][CH2:38]2)[CH2:48][CH2:47][C:46]2[CH:49]=[CH:50][CH:51]=[CH:52][C:45]=2[NH:44]1. The catalyst class is: 5.